Dataset: NCI-60 drug combinations with 297,098 pairs across 59 cell lines. Task: Regression. Given two drug SMILES strings and cell line genomic features, predict the synergy score measuring deviation from expected non-interaction effect. (1) Drug 1: C1C(C(OC1N2C=NC(=NC2=O)N)CO)O. Drug 2: CC12CCC3C(C1CCC2OP(=O)(O)O)CCC4=C3C=CC(=C4)OC(=O)N(CCCl)CCCl.[Na+]. Cell line: SW-620. Synergy scores: CSS=18.7, Synergy_ZIP=-4.32, Synergy_Bliss=0.286, Synergy_Loewe=-31.0, Synergy_HSA=0.200. (2) Drug 1: CCC1(CC2CC(C3=C(CCN(C2)C1)C4=CC=CC=C4N3)(C5=C(C=C6C(=C5)C78CCN9C7C(C=CC9)(C(C(C8N6C=O)(C(=O)OC)O)OC(=O)C)CC)OC)C(=O)OC)O.OS(=O)(=O)O. Drug 2: C1=CC=C(C=C1)NC(=O)CCCCCCC(=O)NO. Cell line: LOX IMVI. Synergy scores: CSS=30.8, Synergy_ZIP=-8.34, Synergy_Bliss=-3.48, Synergy_Loewe=-21.5, Synergy_HSA=-1.46. (3) Drug 1: CS(=O)(=O)OCCCCOS(=O)(=O)C. Drug 2: CN(C(=O)NC(C=O)C(C(C(CO)O)O)O)N=O. Cell line: SK-OV-3. Synergy scores: CSS=-0.0155, Synergy_ZIP=-1.24, Synergy_Bliss=-0.495, Synergy_Loewe=-3.54, Synergy_HSA=-2.42. (4) Drug 1: COC1=C(C=C2C(=C1)N=CN=C2NC3=CC(=C(C=C3)F)Cl)OCCCN4CCOCC4. Drug 2: C(CN)CNCCSP(=O)(O)O. Cell line: MDA-MB-435. Synergy scores: CSS=3.72, Synergy_ZIP=-3.56, Synergy_Bliss=-5.16, Synergy_Loewe=-8.44, Synergy_HSA=-4.70. (5) Drug 1: CN1CCC(CC1)COC2=C(C=C3C(=C2)N=CN=C3NC4=C(C=C(C=C4)Br)F)OC. Drug 2: CC(C1=C(C=CC(=C1Cl)F)Cl)OC2=C(N=CC(=C2)C3=CN(N=C3)C4CCNCC4)N. Cell line: OVCAR-8. Synergy scores: CSS=12.2, Synergy_ZIP=2.24, Synergy_Bliss=1.30, Synergy_Loewe=-1.11, Synergy_HSA=0.728. (6) Drug 1: C1=CC(=CC=C1C#N)C(C2=CC=C(C=C2)C#N)N3C=NC=N3. Drug 2: CC=C1C(=O)NC(C(=O)OC2CC(=O)NC(C(=O)NC(CSSCCC=C2)C(=O)N1)C(C)C)C(C)C. Cell line: RPMI-8226. Synergy scores: CSS=21.1, Synergy_ZIP=0.279, Synergy_Bliss=-2.98, Synergy_Loewe=-40.7, Synergy_HSA=-4.16. (7) Cell line: MDA-MB-435. Drug 1: C1C(C(OC1N2C=NC(=NC2=O)N)CO)O. Drug 2: C(CN)CNCCSP(=O)(O)O. Synergy scores: CSS=-6.62, Synergy_ZIP=4.53, Synergy_Bliss=1.75, Synergy_Loewe=-1.71, Synergy_HSA=-4.16.